From a dataset of Ames mutagenicity test results for genotoxicity prediction. Regression/Classification. Given a drug SMILES string, predict its toxicity properties. Task type varies by dataset: regression for continuous values (e.g., LD50, hERG inhibition percentage) or binary classification for toxic/non-toxic outcomes (e.g., AMES mutagenicity, cardiotoxicity, hepatotoxicity). Dataset: ames. (1) The drug is Cc1ccc(-c2nc3n(c2[N+](=O)[O-])CCS3)cc1. The result is 1 (mutagenic). (2) The drug is O=[N+]([O-])c1ccccc1C(F)(F)F. The result is 0 (non-mutagenic). (3) The drug is Cc1ccc(C(C)(C)O)cc1. The result is 0 (non-mutagenic).